Task: Predict the reactants needed to synthesize the given product.. Dataset: Full USPTO retrosynthesis dataset with 1.9M reactions from patents (1976-2016) (1) Given the product [F:1][C:2]1[CH:18]=[CH:17][CH:16]=[C:15]([F:19])[C:3]=1[CH2:4][CH:5]1[CH2:10][CH:9]([C:11]([O:13][CH3:14])=[O:12])[CH2:8][CH2:7][N:6]1[C:29]([O:30][CH3:31])=[O:32], predict the reactants needed to synthesize it. The reactants are: [F:1][C:2]1[CH:18]=[CH:17][CH:16]=[C:15]([F:19])[C:3]=1[CH2:4][CH:5]1[CH2:10][CH:9]([C:11]([O:13][CH3:14])=[O:12])[CH2:8][CH2:7][NH:6]1.CCN(C(C)C)C(C)C.[C:29](Cl)(=[O:32])[O:30][CH3:31]. (2) Given the product [CH3:1][O:2][C:3]1[CH:4]=[C:5]2[C:6](=[CH:7][C:8]=1[O:9][CH3:10])[C:11](=[O:12])[C:13](=[CH:15][C:16]1[CH:21]=[CH:20][N:19]=[CH:18][CH:17]=1)[CH2:14]2, predict the reactants needed to synthesize it. The reactants are: [CH3:1][O:2][C:3]1[CH:4]=[C:5]2[CH2:14][CH:13]([CH2:15][CH:16]3[CH2:21][CH2:20][N:19](CC4C=CC=CC=4)[CH2:18][CH2:17]3)[C:11](=[O:12])[C:6]2=[CH:7][C:8]=1[O:9][CH3:10].COC1C=C2C(=CC=1OC)C(=O)CC2.N1C=CC(C=O)=CC=1. (3) Given the product [CH:12]1([C:10](=[O:11])/[CH:9]=[CH:3]/[N:4]([CH3:5])[CH3:6])[CH2:14][CH2:13]1, predict the reactants needed to synthesize it. The reactants are: CO[CH:3](OC)[N:4]([CH3:6])[CH3:5].[CH3:9][C:10]([CH:12]1[CH2:14][CH2:13]1)=[O:11].